Dataset: Choline transporter screen with 302,306 compounds. Task: Binary Classification. Given a drug SMILES string, predict its activity (active/inactive) in a high-throughput screening assay against a specified biological target. (1) The compound is O1C2C3OC(OC3OC(C2OC1(C)C)C(=O)Nc1ccc(OCCCCC)cc1)(C)C. The result is 0 (inactive). (2) The drug is S(=O)(=O)(CC(OCC)=O)c1ncc(cc1)C(F)(F)F. The result is 0 (inactive). (3) The compound is O=C(NCc1occc1)Cn1c2c(c(c1)/C=C(\C(=O)NCCOC)C#N)cccc2. The result is 0 (inactive). (4) The compound is Oc1cc2n(c(c([N+]([O-])=O)c2cc1)/C=C\N(C)C)c1ccccc1. The result is 0 (inactive). (5) The molecule is Clc1c(cc(NC(=O)CN(CC(=O)NC2CS(=O)(=O)CC2)CC)cc1)C(F)(F)F. The result is 0 (inactive). (6) The compound is Clc1ccc(C2CC(=O)/C(C(=O)C2)=C\NCCN2CCN(CC2)C(=S)NCC=C)cc1. The result is 0 (inactive).